This data is from Forward reaction prediction with 1.9M reactions from USPTO patents (1976-2016). The task is: Predict the product of the given reaction. The product is: [CH2:6]([NH:13][CH2:5][CH:3]([OH:4])[CH2:1][CH3:2])[C:7]1[CH:12]=[CH:11][CH:10]=[CH:9][CH:8]=1. Given the reactants [CH2:1]([CH:3]1[CH2:5][O:4]1)[CH3:2].[CH2:6]([NH2:13])[C:7]1[CH:12]=[CH:11][CH:10]=[CH:9][CH:8]=1.FC(F)(F)S([O-])(=O)=O.[Ca+2].FC(F)(F)S([O-])(=O)=O, predict the reaction product.